From a dataset of Reaction yield outcomes from USPTO patents with 853,638 reactions. Predict the reaction yield, written as a fraction of the theoretical maximum amount of product (1.0 means a 100% yield; for example, 0.34 means a 34% yield). The reactants are Br[C:2]1[NH:6][C:5]2[CH:7]=[C:8]([C:10]([O:12][CH3:13])=[O:11])[S:9][C:4]=2[C:3]=1[CH:14]1[CH2:19][CH2:18][CH2:17][CH2:16][CH2:15]1.C(N(CC)CC)C.[CH3:27][C:28]1([CH3:35])[C:32]([CH3:34])([CH3:33])[O:31][BH:30][O:29]1.C1(P(C2CCCCC2)C2C=CC=CC=2C2C=CC=CC=2)CCCCC1.[Cl-].[NH4+]. The catalyst is O1CCOCC1. The product is [CH:14]1([C:3]2[C:4]3[S:9][C:8]([C:10]([O:12][CH3:13])=[O:11])=[CH:7][C:5]=3[NH:6][C:2]=2[B:30]2[O:31][C:32]([CH3:34])([CH3:33])[C:28]([CH3:35])([CH3:27])[O:29]2)[CH2:19][CH2:18][CH2:17][CH2:16][CH2:15]1. The yield is 0.740.